Dataset: Full USPTO retrosynthesis dataset with 1.9M reactions from patents (1976-2016). Task: Predict the reactants needed to synthesize the given product. (1) Given the product [Cl:1][C:2]1[CH:21]=[C:20]([Cl:22])[CH:19]=[CH:18][C:3]=1[CH2:4][O:5][C:6]1[CH:17]=[CH:16][C:9]2[C@H:10]([CH2:13][CH2:14][NH:15][C:25](=[O:26])[CH:24]([OH:23])[CH:28]([CH3:30])[CH3:29])[CH2:11][O:12][C:8]=2[CH:7]=1, predict the reactants needed to synthesize it. The reactants are: [Cl:1][C:2]1[CH:21]=[C:20]([Cl:22])[CH:19]=[CH:18][C:3]=1[CH2:4][O:5][C:6]1[CH:17]=[CH:16][C:9]2[C@H:10]([CH2:13][CH2:14][NH2:15])[CH2:11][O:12][C:8]=2[CH:7]=1.[OH:23][CH:24]([CH:28]([CH3:30])[CH3:29])[C:25](O)=[O:26].CCN=C=NCCCN(C)C.C1C=CC2N(O)N=NC=2C=1.C([O-])(O)=O.[Na+]. (2) Given the product [CH3:34][N:35]([CH3:39])[C:36]([NH:1][C:2]1[CH:7]=[CH:6][C:5]([C:8]2[CH:13]=[CH:12][CH:11]=[C:10]([CH2:14][N:15]([CH3:27])[C:16](=[O:26])[CH2:17][NH:18][C:19](=[O:25])[O:20][C:21]([CH3:23])([CH3:24])[CH3:22])[CH:9]=2)=[CH:4][CH:3]=1)=[O:37], predict the reactants needed to synthesize it. The reactants are: [NH2:1][C:2]1[CH:7]=[CH:6][C:5]([C:8]2[CH:13]=[CH:12][CH:11]=[C:10]([CH2:14][N:15]([CH3:27])[C:16](=[O:26])[CH2:17][NH:18][C:19](=[O:25])[O:20][C:21]([CH3:24])([CH3:23])[CH3:22])[CH:9]=2)=[CH:4][CH:3]=1.N1C=CC=CC=1.[CH3:34][N:35]([CH3:39])[C:36](Cl)=[O:37]. (3) Given the product [Cl:1][C:2]1[CH:7]=[C:6]([C:8]([O:17][Si:18]([CH2:19][CH3:20])([CH2:21][CH3:22])[CH2:23][CH3:24])([C:13]([F:14])([F:15])[F:16])[C:9]([F:12])([F:11])[F:10])[CH:5]=[CH:4][C:3]=1[NH:25][CH2:26][CH3:27], predict the reactants needed to synthesize it. The reactants are: [Cl:1][C:2]1[CH:7]=[C:6]([C:8]([O:17][Si:18]([CH2:23][CH3:24])([CH2:21][CH3:22])[CH2:19][CH3:20])([C:13]([F:16])([F:15])[F:14])[C:9]([F:12])([F:11])[F:10])[CH:5]=[CH:4][C:3]=1[NH:25][C:26](=O)[CH3:27].B.C1COCC1. (4) Given the product [CH3:20][CH:21]([CH3:39])[CH2:22][CH2:23][NH:24][C:25]([C:27]1[N:28]=[N:29][C:30]([N:33]2[CH2:38][CH2:37][N:36]([C:17]([C:11]3[N:10]=[N:9][N:8]([CH2:1][C:2]4[CH:3]=[CH:4][CH:5]=[CH:6][CH:7]=4)[C:12]=3[C:13]([F:14])([F:15])[F:16])=[O:19])[CH2:35][CH2:34]2)=[CH:31][CH:32]=1)=[O:26], predict the reactants needed to synthesize it. The reactants are: [CH2:1]([N:8]1[C:12]([C:13]([F:16])([F:15])[F:14])=[C:11]([C:17]([OH:19])=O)[N:10]=[N:9]1)[C:2]1[CH:7]=[CH:6][CH:5]=[CH:4][CH:3]=1.[CH3:20][CH:21]([CH3:39])[CH2:22][CH2:23][NH:24][C:25]([C:27]1[N:28]=[N:29][C:30]([N:33]2[CH2:38][CH2:37][NH:36][CH2:35][CH2:34]2)=[CH:31][CH:32]=1)=[O:26].